From a dataset of Catalyst prediction with 721,799 reactions and 888 catalyst types from USPTO. Predict which catalyst facilitates the given reaction. (1) Reactant: Cl[C:2]1[C:11]2[C:6](=[CH:7][CH:8]=[C:9]([N+:12]([O-:14])=[O:13])[CH:10]=2)[N:5]=[C:4]([CH3:15])[N:3]=1.C[C:17]1NC(=O)[C:24]2[C:19](=[CH:20][CH:21]=[C:22]([N+]([O-])=O)[CH:23]=2)[N:18]=1.C(N(C(C)C)CC)(C)C.P(Cl)(Cl)(Cl)=O.[C:45]([O-])(O)=[O:46].[Na+]. Product: [CH3:45][O:46][C:22]1[CH:21]=[CH:20][C:19]([N:18]([C:2]2[C:11]3[C:6](=[CH:7][CH:8]=[C:9]([N+:12]([O-:14])=[O:13])[CH:10]=3)[N:5]=[C:4]([CH3:15])[N:3]=2)[CH3:17])=[CH:24][CH:23]=1. The catalyst class is: 11. (2) Reactant: C([O:3][C:4](=[O:32])[CH2:5][CH:6]1[O:10][B:9]([OH:11])[C:8]2[CH:12]=[C:13]([O:17][C:18]3[CH:23]=[CH:22][CH:21]=[C:20]([O:24][CH2:25][C:26]4[CH:31]=[CH:30][CH:29]=[CH:28][CH:27]=4)[CH:19]=3)[CH:14]=[C:15]([CH3:16])[C:7]1=2)C.[Li+].[OH-].Cl. Product: [CH2:25]([O:24][C:20]1[CH:19]=[C:18]([CH:23]=[CH:22][CH:21]=1)[O:17][C:13]1[CH:14]=[C:15]([CH3:16])[C:7]2[CH:6]([CH2:5][C:4]([OH:32])=[O:3])[O:10][B:9]([OH:11])[C:8]=2[CH:12]=1)[C:26]1[CH:27]=[CH:28][CH:29]=[CH:30][CH:31]=1. The catalyst class is: 20. (3) Reactant: [CH3:1][N:2]1[CH2:7][CH2:6][N:5]([C:8]2[C:16]3[C:11](=[CH:12][C:13]([C:17]([O-:19])=O)=[CH:14][CH:15]=3)[NH:10][N:9]=2)[CH2:4][CH2:3]1.[Li+].C(Cl)CCl.C1C=CC2N(O)N=NC=2C=1.CCN(CC)CC.[CH3:42][O:43][C:44]1[CH:51]=[CH:50][C:47]([CH2:48][NH2:49])=[CH:46][CH:45]=1. Product: [CH3:42][O:43][C:44]1[CH:51]=[CH:50][C:47]([CH2:48][NH:49][C:17]([C:13]2[CH:12]=[C:11]3[C:16]([C:8]([N:5]4[CH2:4][CH2:3][N:2]([CH3:1])[CH2:7][CH2:6]4)=[N:9][NH:10]3)=[CH:15][CH:14]=2)=[O:19])=[CH:46][CH:45]=1. The catalyst class is: 39.